This data is from Catalyst prediction with 721,799 reactions and 888 catalyst types from USPTO. The task is: Predict which catalyst facilitates the given reaction. (1) Reactant: [NH:1]1[CH2:6][CH2:5][NH:4][CH2:3][C:2]1=[O:7].Cl[C:9]1[N:14]=[CH:13][C:12]([O:15][CH2:16][CH2:17][CH2:18][CH:19]2[CH2:24][CH2:23][N:22]([C:25]3[N:30]=[CH:29][C:28]([CH2:31][CH3:32])=[CH:27][N:26]=3)[CH2:21][CH2:20]2)=[CH:11][CH:10]=1.CC([O-])(C)C.[Na+]. Product: [CH2:31]([C:28]1[CH:29]=[N:30][C:25]([N:22]2[CH2:21][CH2:20][CH:19]([CH2:18][CH2:17][CH2:16][O:15][C:12]3[CH:11]=[CH:10][C:9]([N:4]4[CH2:5][CH2:6][NH:1][C:2](=[O:7])[CH2:3]4)=[N:14][CH:13]=3)[CH2:24][CH2:23]2)=[N:26][CH:27]=1)[CH3:32]. The catalyst class is: 11. (2) Reactant: [Cl:1][C:2]1[CH:7]=[CH:6][CH:5]=[C:4]([Cl:8])[C:3]=1[S:9]([N:12]1[C:20]2[C:15](=[CH:16][CH:17]=[CH:18][CH:19]=2)[C:14](/[CH:21]=[C:22]2\[O:23][C:24]3[C:31]([CH2:32][N:33]4[CH2:38][CH2:37][N:36](C(OC(C)(C)C)=O)[CH2:35][CH2:34]4)=[C:30]([OH:46])[CH:29]=[CH:28][C:25]=3[C:26]\2=[O:27])=[CH:13]1)(=[O:11])=[O:10].FC(F)(F)C(O)=O. Product: [ClH:1].[ClH:1].[Cl:1][C:2]1[CH:7]=[CH:6][CH:5]=[C:4]([Cl:8])[C:3]=1[S:9]([N:12]1[C:20]2[C:15](=[CH:16][CH:17]=[CH:18][CH:19]=2)[C:14](/[CH:21]=[C:22]2\[O:23][C:24]3[C:31]([CH2:32][N:33]4[CH2:38][CH2:37][NH:36][CH2:35][CH2:34]4)=[C:30]([OH:46])[CH:29]=[CH:28][C:25]=3[C:26]\2=[O:27])=[CH:13]1)(=[O:10])=[O:11]. The catalyst class is: 2. (3) Product: [CH3:17][O:16][C:13]1[CH:14]=[CH:15][C:10]2[N:11]([C:7]([C:1]3[CH:6]=[CH:5][CH:4]=[CH:3][CH:2]=3)=[C:8]([C:18]3[CH:19]=[CH:20][C:21]([C:24]4([NH2:28])[CH2:25][CH2:26][CH2:27]4)=[CH:22][CH:23]=3)[N:9]=2)[N:12]=1. The catalyst class is: 61. Reactant: [C:1]1([C:7]2[N:11]3[N:12]=[C:13]([O:16][CH3:17])[CH:14]=[CH:15][C:10]3=[N:9][C:8]=2[C:18]2[CH:23]=[CH:22][C:21]([C:24]3([NH:28]C(=O)OC(C)(C)C)[CH2:27][CH2:26][CH2:25]3)=[CH:20][CH:19]=2)[CH:6]=[CH:5][CH:4]=[CH:3][CH:2]=1.Cl.O1CCOCC1.[OH-].[Na+]. (4) Reactant: [F:1][C:2]1[CH:7]=[CH:6][C:5]([F:8])=[CH:4][C:3]=1[C@H:9]1[CH2:13][CH2:12][CH2:11][N:10]1[C:14]1[CH:19]=[CH:18][N:17]2[N:20]=[CH:21][C:22]([NH:23][C:24]([N:26]3[CH2:29][CH:28]([O:30][CH3:31])[CH2:27]3)=[O:25])=[C:16]2[N:15]=1.[S:32](=[O:36])(=[O:35])([OH:34])[OH:33]. Product: [S:32]([OH:36])([OH:35])(=[O:34])=[O:33].[F:1][C:2]1[CH:7]=[CH:6][C:5]([F:8])=[CH:4][C:3]=1[C@H:9]1[CH2:13][CH2:12][CH2:11][N:10]1[C:14]1[CH:19]=[CH:18][N:17]2[N:20]=[CH:21][C:22]([NH:23][C:24]([N:26]3[CH2:27][CH:28]([O:30][CH3:31])[CH2:29]3)=[O:25])=[C:16]2[N:15]=1. The catalyst class is: 5. (5) Reactant: [CH3:1][N:2]1[CH:6]([C:7]([OH:9])=O)[CH2:5][NH:4][C:3]1=[O:10].CN1C(C(OC(C)(C)C)=O)CNC1=O.O=C1N(C(OCC2C=CC=CC=2)=O)[C@H](C(O)=O)CN1.C(N1CCOCC1)C.O.ON1C2C=CC=CC=2N=N1.Cl.C(N=C=NCCCN(C)C)C.[F:75][C:76]1[C:81]([C:82]([F:85])([F:84])[F:83])=[CH:80][CH:79]=[CH:78][C:77]=1[CH2:86][NH2:87]. Product: [F:75][C:76]1[C:81]([C:82]([F:84])([F:85])[F:83])=[CH:80][CH:79]=[CH:78][C:77]=1[CH2:86][NH:87][C:7]([CH:6]1[CH2:5][NH:4][C:3](=[O:10])[N:2]1[CH3:1])=[O:9]. The catalyst class is: 4.